This data is from Peptide-MHC class II binding affinity with 134,281 pairs from IEDB. The task is: Regression. Given a peptide amino acid sequence and an MHC pseudo amino acid sequence, predict their binding affinity value. This is MHC class II binding data. (1) The peptide sequence is LDVSVIPTSGDVVVVATDAL. The MHC is DRB1_0101 with pseudo-sequence DRB1_0101. The binding affinity (normalized) is 0.382. (2) The binding affinity (normalized) is 0.597. The MHC is HLA-DQA10401-DQB10402 with pseudo-sequence HLA-DQA10401-DQB10402. The peptide sequence is EKKYFAATQFEPLAC. (3) The peptide sequence is KLRSAGELELQFRRV. The MHC is HLA-DPA10103-DPB10402 with pseudo-sequence HLA-DPA10103-DPB10402. The binding affinity (normalized) is 0.356. (4) The peptide sequence is DEHIILYLVNFDKDR. The binding affinity (normalized) is 0.807. The MHC is DRB1_0802 with pseudo-sequence DRB1_0802. (5) The peptide sequence is GPTATFEAMYLGTCQ. The MHC is DRB1_0701 with pseudo-sequence DRB1_0701. The binding affinity (normalized) is 0.230. (6) The peptide sequence is MAKKGGEAMDTISVF. The MHC is HLA-DQA10102-DQB10501 with pseudo-sequence HLA-DQA10102-DQB10501. The binding affinity (normalized) is 0.321. (7) The peptide sequence is GSGGVWREMHHLVEF. The binding affinity (normalized) is 0.402. The MHC is DRB3_0101 with pseudo-sequence DRB3_0101.